Dataset: Reaction yield outcomes from USPTO patents with 853,638 reactions. Task: Predict the reaction yield, written as a fraction of the theoretical maximum amount of product (1.0 means a 100% yield; for example, 0.34 means a 34% yield). (1) The reactants are [F:1][C:2]([F:11])([C:5]1[CH:10]=[CH:9][CH:8]=[CH:7][N:6]=1)[CH2:3][OH:4].[CH3:12]S([O-])(=O)=O.[S:17](Cl)(Cl)(=[O:19])=[O:18].[CH3:22][CH2:23][CH2:24][CH2:25][CH2:26][CH3:27]. No catalyst specified. The product is [CH3:12][C:24]1[CH:23]=[CH:22][C:27]([S:17]([O:4][CH2:3][C:2]([F:1])([F:11])[C:5]2[CH:10]=[CH:9][CH:8]=[CH:7][N:6]=2)(=[O:19])=[O:18])=[CH:26][CH:25]=1. The yield is 0.762. (2) The yield is 0.250. The reactants are [O:1]([C:8]1[N:13]=[C:12]([NH2:14])[C:11]([NH2:15])=[CH:10][CH:9]=1)[C:2]1[CH:7]=[CH:6][CH:5]=[CH:4][CH:3]=1.[CH2:16](Br)[C:17]1[CH:22]=[CH:21][CH:20]=[CH:19][CH:18]=1. The product is [CH2:16]([NH:15][C:11]1[C:12]([NH2:14])=[N:13][C:8]([O:1][C:2]2[CH:3]=[CH:4][CH:5]=[CH:6][CH:7]=2)=[CH:9][CH:10]=1)[C:17]1[CH:22]=[CH:21][CH:20]=[CH:19][CH:18]=1. The catalyst is C(#N)C.CCN(C(C)C)C(C)C. (3) The reactants are Br[C:2]1[S:3][C:4]([C:7]([O:9][CH2:10][CH3:11])=[O:8])=[CH:5][N:6]=1.[F:12][C:13]([F:24])([F:23])[C:14]1[CH:19]=[CH:18][C:17](B(O)O)=[CH:16][CH:15]=1.C([O-])([O-])=O.[Na+].[Na+]. The catalyst is C1(C)C=CC=CC=1.O.C1C=CC([P]([Pd]([P](C2C=CC=CC=2)(C2C=CC=CC=2)C2C=CC=CC=2)([P](C2C=CC=CC=2)(C2C=CC=CC=2)C2C=CC=CC=2)[P](C2C=CC=CC=2)(C2C=CC=CC=2)C2C=CC=CC=2)(C2C=CC=CC=2)C2C=CC=CC=2)=CC=1. The product is [F:12][C:13]([F:24])([F:23])[C:14]1[CH:19]=[CH:18][C:17]([C:2]2[S:3][C:4]([C:7]([O:9][CH2:10][CH3:11])=[O:8])=[CH:5][N:6]=2)=[CH:16][CH:15]=1. The yield is 0.300. (4) The reactants are [C:1]([O:5][C:6]([NH:8][C:9]1[CH:24]=[CH:23][C:12]([C:13]([O:15][CH2:16][C:17]2[CH:22]=[CH:21][CH:20]=[CH:19][CH:18]=2)=[O:14])=[C:11]([OH:25])[CH:10]=1)=[O:7])([CH3:4])([CH3:3])[CH3:2].CCN(C(C)C)C(C)C.[C:35](Cl)(=[O:37])[CH3:36].O. The catalyst is CC#N.CCOC(C)=O. The product is [C:35]([O:25][C:11]1[CH:10]=[C:9]([NH:8][C:6]([O:5][C:1]([CH3:4])([CH3:2])[CH3:3])=[O:7])[CH:24]=[CH:23][C:12]=1[C:13]([O:15][CH2:16][C:17]1[CH:22]=[CH:21][CH:20]=[CH:19][CH:18]=1)=[O:14])(=[O:37])[CH3:36]. The yield is 0.780. (5) The reactants are Cl[C:2]1[C:7]([C:8]([F:11])([F:10])[F:9])=[CH:6][N:5]=[C:4]([NH:12][C:13]2[CH:27]=[CH:26][C:16]([CH2:17][P:18](=[O:25])([O:22][CH2:23][CH3:24])[O:19][CH2:20][CH3:21])=[CH:15][C:14]=2[O:28][CH2:29][CH3:30])[N:3]=1.[NH2:31][C:32]1[CH:33]=[CH:34][C:35]([C@@H:43]2[CH2:48][CH2:47][C@H:46]([C:49]([O:51][CH2:52][CH3:53])=[O:50])[CH2:45][CH2:44]2)=[C:36]2[C:40]=1[C:39](=[O:41])[N:38]([CH3:42])[CH2:37]2. No catalyst specified. The product is [CH2:20]([O:19][P:18]([CH2:17][C:16]1[CH:26]=[CH:27][C:13]([NH:12][C:4]2[N:3]=[C:2]([NH:31][C:32]3[CH:33]=[CH:34][C:35]([C@@H:43]4[CH2:44][CH2:45][C@H:46]([C:49]([O:51][CH2:52][CH3:53])=[O:50])[CH2:47][CH2:48]4)=[C:36]4[C:40]=3[C:39](=[O:41])[N:38]([CH3:42])[CH2:37]4)[C:7]([C:8]([F:11])([F:10])[F:9])=[CH:6][N:5]=2)=[C:14]([O:28][CH2:29][CH3:30])[CH:15]=1)([O:22][CH2:23][CH3:24])=[O:25])[CH3:21]. The yield is 0.730.